Dataset: Full USPTO retrosynthesis dataset with 1.9M reactions from patents (1976-2016). Task: Predict the reactants needed to synthesize the given product. (1) Given the product [CH2:30]([O:32][C:33](=[O:37])[CH2:34][CH2:35][NH:36][C:19](=[O:20])[C:18]1[CH:17]=[CH:16][C:15]([S:12](=[O:14])(=[O:13])[NH:11][C:6]2[CH:7]=[CH:8][CH:9]=[CH:10][C:5]=2[O:4][C:3]2[CH:24]=[CH:25][C:26]([Cl:28])=[CH:27][C:2]=2[Cl:1])=[CH:23][CH:22]=1)[CH3:31], predict the reactants needed to synthesize it. The reactants are: [Cl:1][C:2]1[CH:27]=[C:26]([Cl:28])[CH:25]=[CH:24][C:3]=1[O:4][C:5]1[CH:10]=[CH:9][CH:8]=[CH:7][C:6]=1[NH:11][S:12]([C:15]1[CH:23]=[CH:22][C:18]([C:19](O)=[O:20])=[CH:17][CH:16]=1)(=[O:14])=[O:13].Cl.[CH2:30]([O:32][C:33](=[O:37])[CH2:34][CH2:35][NH2:36])[CH3:31]. (2) Given the product [C:16]([C:20]1[CH:37]=[CH:36][C:23]([CH2:24][N:25]([CH2:26][CH2:27][C:28]2[CH:33]=[CH:32][C:31]([Cl:34])=[C:30]([Cl:35])[CH:29]=2)[C:10](=[O:12])[C:11]2[C:6]([NH:7][CH3:14])=[CH:5][CH:4]=[C:3]([F:15])[C:2]=2[Cl:1])=[CH:22][CH:21]=1)([CH3:19])([CH3:17])[CH3:18], predict the reactants needed to synthesize it. The reactants are: [Cl:1][C:2]1[C:11]2[C:10](=[O:12])OC(=O)[N:7]([CH3:14])[C:6]=2[CH:5]=[CH:4][C:3]=1[F:15].[C:16]([C:20]1[CH:37]=[CH:36][C:23]([CH2:24][NH:25][CH2:26][CH2:27][C:28]2[CH:33]=[CH:32][C:31]([Cl:34])=[C:30]([Cl:35])[CH:29]=2)=[CH:22][CH:21]=1)([CH3:19])([CH3:18])[CH3:17].